This data is from Peptide-MHC class I binding affinity with 185,985 pairs from IEDB/IMGT. The task is: Regression. Given a peptide amino acid sequence and an MHC pseudo amino acid sequence, predict their binding affinity value. This is MHC class I binding data. (1) The peptide sequence is HKIPDPQGM. The MHC is HLA-A26:01 with pseudo-sequence HLA-A26:01. The binding affinity (normalized) is 0.0847. (2) The peptide sequence is KYEGPFTTT. The MHC is H-2-Dd with pseudo-sequence H-2-Dd. The binding affinity (normalized) is 0.